This data is from NCI-60 drug combinations with 297,098 pairs across 59 cell lines. The task is: Regression. Given two drug SMILES strings and cell line genomic features, predict the synergy score measuring deviation from expected non-interaction effect. (1) Drug 1: CC1=C(C=C(C=C1)NC2=NC=CC(=N2)N(C)C3=CC4=NN(C(=C4C=C3)C)C)S(=O)(=O)N.Cl. Drug 2: C1CNP(=O)(OC1)N(CCCl)CCCl. Cell line: SK-MEL-2. Synergy scores: CSS=-8.57, Synergy_ZIP=1.55, Synergy_Bliss=-3.02, Synergy_Loewe=-6.48, Synergy_HSA=-6.63. (2) Cell line: EKVX. Synergy scores: CSS=-3.86, Synergy_ZIP=1.86, Synergy_Bliss=-0.736, Synergy_Loewe=-1.69, Synergy_HSA=-4.33. Drug 1: C1CC(C1)(C(=O)O)C(=O)O.[NH2-].[NH2-].[Pt+2]. Drug 2: CC1CCC2CC(C(=CC=CC=CC(CC(C(=O)C(C(C(=CC(C(=O)CC(OC(=O)C3CCCCN3C(=O)C(=O)C1(O2)O)C(C)CC4CCC(C(C4)OC)OCCO)C)C)O)OC)C)C)C)OC.